This data is from Full USPTO retrosynthesis dataset with 1.9M reactions from patents (1976-2016). The task is: Predict the reactants needed to synthesize the given product. (1) Given the product [CH2:35]([NH:34][C:7](=[O:8])[C:6]1[CH:10]=[CH:11][C:3]([O:2][CH3:1])=[C:4]([S:12](=[O:25])(=[O:24])[NH:13][C:14]2[CH:15]=[N:16][C:17]3[C:22]([CH:23]=2)=[CH:21][CH:20]=[CH:19][CH:18]=3)[CH:5]=1)[CH3:36], predict the reactants needed to synthesize it. The reactants are: [CH3:1][O:2][C:3]1[CH:11]=[CH:10][C:6]([C:7](O)=[O:8])=[CH:5][C:4]=1[S:12](=[O:25])(=[O:24])[NH:13][C:14]1[CH:15]=[N:16][C:17]2[C:22]([CH:23]=1)=[CH:21][CH:20]=[CH:19][CH:18]=2.CN(C(O[N:34]1N=N[C:36]2C=CC=N[C:35]1=2)=[N+](C)C)C.F[P-](F)(F)(F)(F)F.CCN(C(C)C)C(C)C.Cl.C(N)C. (2) Given the product [O:26]1[CH2:31][CH2:30][CH:29]([NH:32][C:15]([C:14]2[C:10]([C:2]3[S:1][C:5]4[CH2:6][CH2:7][CH2:8][CH2:9][C:4]=4[N:3]=3)=[N:11][N:12]([CH2:18][O:19][CH2:20][CH2:21][Si:22]([CH3:25])([CH3:24])[CH3:23])[CH:13]=2)=[O:16])[CH2:28][CH2:27]1, predict the reactants needed to synthesize it. The reactants are: [S:1]1[C:5]2[CH2:6][CH2:7][CH2:8][CH2:9][C:4]=2[N:3]=[C:2]1[C:10]1[C:14]([C:15](O)=[O:16])=[CH:13][N:12]([CH2:18][O:19][CH2:20][CH2:21][Si:22]([CH3:25])([CH3:24])[CH3:23])[N:11]=1.[O:26]1[CH2:31][CH2:30][CH:29]([NH2:32])[CH2:28][CH2:27]1.CN(C(ON1N=NC2C=CC=NC1=2)=[N+](C)C)C.F[P-](F)(F)(F)(F)F.CCN(C(C)C)C(C)C. (3) Given the product [CH3:24][O:23][C:20]1[CH:19]=[CH:18][C:17]([C:16]([NH:15][C:10]2[CH:11]=[N:12][CH:13]=[CH:14][C:9]=2[NH2:8])=[O:25])=[CH:22][CH:21]=1, predict the reactants needed to synthesize it. The reactants are: C(OC([NH:8][C:9]1[CH:14]=[CH:13][N:12]=[CH:11][C:10]=1[NH:15][C:16](=[O:25])[C:17]1[CH:22]=[CH:21][C:20]([O:23][CH3:24])=[CH:19][CH:18]=1)=O)(C)(C)C.FC(F)(F)C(O)=O. (4) Given the product [F:14][C:11]1[CH:10]=[C:9]2[C:8]([C:4]([C:3]([O:2][CH3:1])=[O:18])=[C:5]([CH3:6])[NH:15]2)=[CH:13][CH:12]=1.[F:14][C:11]1[CH:10]=[C:9]2[C:8]([CH:4]=[C:3]([O:2][CH3:1])[NH:15]2)=[CH:13][CH:12]=1, predict the reactants needed to synthesize it. The reactants are: [CH3:1][O:2][C:3](=[O:18])[C:4]([C:8]1[CH:13]=[CH:12][C:11]([F:14])=[CH:10][C:9]=1[N+:15]([O-])=O)=[C:5](O)[CH3:6].[C]=O. (5) Given the product [Cl:1][C:2]1[CH:3]=[C:4]2[C:10]([C:11]3[CH:12]=[N:13][CH:14]=[CH:15][CH:16]=3)=[C:9]([C:25]3[NH:24][CH:28]=[CH:27][CH:26]=3)[NH:8][C:5]2=[N:6][CH:7]=1, predict the reactants needed to synthesize it. The reactants are: [Cl:1][C:2]1[CH:3]=[C:4]2[C:10]([C:11]3[CH:12]=[N:13][CH:14]=[CH:15][CH:16]=3)=[C:9](I)[NH:8][C:5]2=[N:6][CH:7]=1.C(C([N:24]1[CH:28]=[CH:27][CH:26]=[C:25]1B(O)O)=O)(C)(C)C. (6) Given the product [CH3:12][O:1][C:2]1[CH:11]=[CH:10][C:5]2[C:6](=[O:9])[CH2:7][O:8][C:4]=2[CH:3]=1, predict the reactants needed to synthesize it. The reactants are: [OH:1][C:2]1[CH:11]=[CH:10][C:5]2[C:6](=[O:9])[CH2:7][O:8][C:4]=2[CH:3]=1.[C:12](=O)([O-])[O-].[K+].[K+].CI. (7) Given the product [O:1]=[C:2]1[N:8]([CH:9]2[CH2:14][CH2:13][N:12]([C:15]([O:17][C@H:18]([CH2:19][C:20]3[CH:25]=[C:24]([C:26]([F:28])([F:27])[F:29])[C:23]([NH2:30])=[C:22]([CH3:31])[CH:21]=3)[C:32](=[O:33])[N:77]3[CH2:76][CH2:75][N:74]([CH:71]4[CH2:72][CH2:73][O:68][CH2:69][CH2:70]4)[CH2:79][CH2:78]3)=[O:16])[CH2:11][CH2:10]2)[CH2:7][CH2:6][C:5]2[CH:35]=[CH:36][CH:37]=[CH:38][C:4]=2[NH:3]1, predict the reactants needed to synthesize it. The reactants are: [O:1]=[C:2]1[N:8]([CH:9]2[CH2:14][CH2:13][N:12]([C:15]([O:17][C@@H:18]([C:32](O)=[O:33])[CH2:19][C:20]3[CH:25]=[C:24]([C:26]([F:29])([F:28])[F:27])[C:23]([NH2:30])=[C:22]([CH3:31])[CH:21]=3)=[O:16])[CH2:11][CH2:10]2)[CH2:7][CH2:6][C:5]2[CH:35]=[CH:36][CH:37]=[CH:38][C:4]=2[NH:3]1.CN(C(ON1N=NC2C=CC=CC1=2)=[N+](C)C)C.[B-](F)(F)(F)F.C(N(CC)CC)C.[O:68]1[CH2:73][CH2:72][CH:71]([N:74]2[CH2:79][CH2:78][NH:77][CH2:76][CH2:75]2)[CH2:70][CH2:69]1.